From a dataset of Full USPTO retrosynthesis dataset with 1.9M reactions from patents (1976-2016). Predict the reactants needed to synthesize the given product. Given the product [CH2:1]([O:5][C:6]1[CH:11]=[CH:10][C:9](/[CH:12]=[CH:13]/[C:14]([O:16][CH2:17][CH2:18][CH2:19][CH2:20][CH2:21][CH2:22][I:26])=[O:15])=[CH:8][C:7]=1[O:24][CH3:25])[CH2:2][CH2:3][CH3:4], predict the reactants needed to synthesize it. The reactants are: [CH2:1]([O:5][C:6]1[CH:11]=[CH:10][C:9](/[CH:12]=[CH:13]/[C:14]([O:16][CH2:17][CH2:18][CH2:19][CH2:20][CH2:21][CH2:22]Cl)=[O:15])=[CH:8][C:7]=1[O:24][CH3:25])[CH2:2][CH2:3][CH3:4].[I-:26].[Na+].